This data is from Forward reaction prediction with 1.9M reactions from USPTO patents (1976-2016). The task is: Predict the product of the given reaction. (1) Given the reactants [CH3:1][O:2][C:3]1[CH:8]=[C:7]([CH3:9])[C:6]([S:10]([N:13]2[CH2:17][CH2:16][CH2:15][C@H:14]2[CH2:18][O:19][CH2:20][C:21]([O:23]C(C)(C)C)=[O:22])(=[O:12])=[O:11])=[C:5]([CH3:28])[CH:4]=1.FC(F)(F)C(O)=O, predict the reaction product. The product is: [CH3:1][O:2][C:3]1[CH:8]=[C:7]([CH3:9])[C:6]([S:10]([N:13]2[CH2:17][CH2:16][CH2:15][C@H:14]2[CH2:18][O:19][CH2:20][C:21]([OH:23])=[O:22])(=[O:12])=[O:11])=[C:5]([CH3:28])[CH:4]=1. (2) Given the reactants [NH2:1][C:2]1[S:3][C:4]2[CH:10]=[CH:9][CH:8]=[CH:7][C:5]=2[N:6]=1.[CH3:11][O:12][C:13]1[CH:21]=[CH:20][C:16]([C:17](Cl)=[O:18])=[CH:15][CH:14]=1.C(=O)([O-])[O-].[K+].[K+].Br[CH:29]([CH2:34][CH3:35])[C:30]([O:32][CH3:33])=[O:31], predict the reaction product. The product is: [CH3:11][O:12][C:13]1[CH:21]=[CH:20][C:16]([C:17]([N:1]=[C:2]2[N:6]([CH:29]([CH2:34][CH3:35])[C:30]([O:32][CH3:33])=[O:31])[C:5]3[CH:7]=[CH:8][CH:9]=[CH:10][C:4]=3[S:3]2)=[O:18])=[CH:15][CH:14]=1. (3) Given the reactants [F:1][C:2]1[C:3]([C:16]2[S:20][C:19]3[C:21]([C:25]4[CH:32]=[CH:31][CH:30]=[CH:29][C:26]=4[CH:27]=O)=[CH:22][CH:23]=[CH:24][C:18]=3[CH:17]=2)=[N:4][C:5]([NH:8][CH2:9][CH2:10][N:11]2[CH:15]=[CH:14][N:13]=[N:12]2)=[N:6][CH:7]=1.[C:33]([BH3-])#[N:34].CC(C)(C)C(O)=O.CN, predict the reaction product. The product is: [N:11]1([CH2:10][CH2:9][NH:8][C:5]2[N:4]=[C:3]([C:16]3[S:20][C:19]4[C:21]([C:25]5[CH:32]=[CH:31][CH:30]=[CH:29][C:26]=5[CH2:27][NH:34][CH3:33])=[CH:22][CH:23]=[CH:24][C:18]=4[CH:17]=3)[C:2]([F:1])=[CH:7][N:6]=2)[CH:15]=[CH:14][N:13]=[N:12]1. (4) Given the reactants O[CH:2]1[CH2:5][N:4]([C:6]2[CH:11]=[CH:10][C:9]([N:12]3[CH2:16][C@H:15]([CH2:17][O:18][C:19]4[CH:23]=[CH:22][O:21][N:20]=4)[O:14][C:13]3=[O:24])=[CH:8][C:7]=2[F:25])[CH2:3]1.FC1C=C(N2C[C@H](CO)OC2=O)C=C[C:32]=1[N:33]1C=CN=C1C, predict the reaction product. The product is: [F:25][C:7]1[CH:8]=[C:9]([N:12]2[CH2:16][C@H:15]([CH2:17][O:18][C:19]3[CH:23]=[CH:22][O:21][N:20]=3)[O:14][C:13]2=[O:24])[CH:10]=[CH:11][C:6]=1[N:4]1[CH:3]=[CH:32][N:33]=[C:5]1[CH3:2]. (5) Given the reactants Cl[C:2]1[CH:7]=[CH:6][CH:5]=[C:4]([C:8]([F:11])([F:10])[F:9])[N:3]=1.B1(C=C)O[C:15](C)(C)[C:14](C)(C)O1.O.O.O.O.O.O.O.O.O.O.O.O.[O-]P([O-])([O-])=O.[Na+].[Na+].[Na+], predict the reaction product. The product is: [F:9][C:8]([F:11])([F:10])[C:4]1[CH:5]=[CH:6][CH:7]=[C:2]([CH:14]=[CH2:15])[N:3]=1.